This data is from Forward reaction prediction with 1.9M reactions from USPTO patents (1976-2016). The task is: Predict the product of the given reaction. Given the reactants Br[C:2]1[CH:3]=[C:4]([C:8]2([C:18]3[CH:23]=[C:22]([CH3:24])[C:21]([O:25][CH2:26][F:27])=[C:20]([CH3:28])[CH:19]=3)[C:16]3[C:11](=[N:12][CH:13]=[CH:14][CH:15]=3)[C:10]([NH2:17])=[N:9]2)[CH:5]=[CH:6][CH:7]=1.[N:29]1[CH:34]=[C:33](B(O)O)[CH:32]=[N:31][CH:30]=1.C(=O)([O-])[O-].[Na+].[Na+], predict the reaction product. The product is: [F:27][CH2:26][O:25][C:21]1[C:22]([CH3:24])=[CH:23][C:18]([C:8]2([C:4]3[CH:5]=[CH:6][CH:7]=[C:2]([C:33]4[CH:34]=[N:29][CH:30]=[N:31][CH:32]=4)[CH:3]=3)[C:16]3[C:11](=[N:12][CH:13]=[CH:14][CH:15]=3)[C:10]([NH2:17])=[N:9]2)=[CH:19][C:20]=1[CH3:28].